Dataset: Retrosynthesis with 50K atom-mapped reactions and 10 reaction types from USPTO. Task: Predict the reactants needed to synthesize the given product. (1) The reactants are: CC(C)c1nnn(-c2c(Cl)cccc2Cl)c1CO.COC(=O)c1ccc(NCc2ccc(O)cc2C)cc1. Given the product COC(=O)c1ccc(NCc2ccc(OCc3c(C(C)C)nnn3-c3c(Cl)cccc3Cl)cc2C)cc1, predict the reactants needed to synthesize it. (2) Given the product Cc1cccc(C)c1/C=C\C1CCN(C(=O)OC(C)(C)C)CC1, predict the reactants needed to synthesize it. The reactants are: CC(C)(C)OC(=O)N1CCC(C=O)CC1.Cc1cccc(C)c1C[P+](c1ccccc1)(c1ccccc1)c1ccccc1. (3) Given the product COc1ccc(C2CCNCC2)cc1, predict the reactants needed to synthesize it. The reactants are: COc1ccc(C2=CCNCC2)cc1. (4) Given the product COC(=O)c1cc(C(=O)OC)cc(-c2ccc(C)cn2)c1, predict the reactants needed to synthesize it. The reactants are: CCCC[Sn](CCCC)(CCCC)c1ccc(C)cn1.COC(=O)c1cc(Br)cc(C(=O)OC)c1. (5) Given the product Cn1c(=O)c2c(ncn2CCCNCC(O)COc2ccccc2)n(C)c1=O, predict the reactants needed to synthesize it. The reactants are: Cn1c(=O)c2c(ncn2CCCN)n(C)c1=O.OC(CCl)COc1ccccc1. (6) Given the product Cc1cccc(CO)c1OCC#N, predict the reactants needed to synthesize it. The reactants are: Cc1cccc(C=O)c1OCC#N.